From a dataset of NCI-60 drug combinations with 297,098 pairs across 59 cell lines. Regression. Given two drug SMILES strings and cell line genomic features, predict the synergy score measuring deviation from expected non-interaction effect. (1) Drug 1: CC(CN1CC(=O)NC(=O)C1)N2CC(=O)NC(=O)C2. Drug 2: CN(C(=O)NC(C=O)C(C(C(CO)O)O)O)N=O. Cell line: UACC62. Synergy scores: CSS=16.3, Synergy_ZIP=-7.10, Synergy_Bliss=-5.03, Synergy_Loewe=-2.77, Synergy_HSA=-1.60. (2) Drug 1: C1=CC=C(C=C1)NC(=O)CCCCCCC(=O)NO. Drug 2: C1=CC=C(C(=C1)C(C2=CC=C(C=C2)Cl)C(Cl)Cl)Cl. Cell line: UACC-257. Synergy scores: CSS=13.3, Synergy_ZIP=-7.39, Synergy_Bliss=0.311, Synergy_Loewe=-24.9, Synergy_HSA=-1.11.